Dataset: Full USPTO retrosynthesis dataset with 1.9M reactions from patents (1976-2016). Task: Predict the reactants needed to synthesize the given product. (1) The reactants are: [CH3:1][O:2][C:3]1[N:4]=[C:5]2[C:10](=[CH:11][CH:12]=1)[N:9]=[CH:8][CH:7]=[C:6]2[CH2:13][CH2:14][N:15]1[CH2:20][CH2:19][N:18]([NH2:21])[CH2:17][CH2:16]1.CCN(C(C)C)C(C)C.[O:31]=[C:32]1[CH2:37][S:36][C:35]2[CH:38]=[CH:39][C:40]([S:42](Cl)(=[O:44])=[O:43])=[N:41][C:34]=2[NH:33]1. Given the product [CH3:1][O:2][C:3]1[N:4]=[C:5]2[C:10](=[CH:11][CH:12]=1)[N:9]=[CH:8][CH:7]=[C:6]2[CH2:13][CH2:14][N:15]1[CH2:16][CH2:17][N:18]([NH:21][S:42]([C:40]2[CH:39]=[CH:38][C:35]3[S:36][CH2:37][C:32](=[O:31])[NH:33][C:34]=3[N:41]=2)(=[O:44])=[O:43])[CH2:19][CH2:20]1, predict the reactants needed to synthesize it. (2) Given the product [I:16][C:13]1[CH:12]=[CH:11][C:10]([N:8]2[CH:9]=[C:5]([CH2:4][NH2:1])[N:6]=[CH:7]2)=[CH:15][CH:14]=1, predict the reactants needed to synthesize it. The reactants are: [N:1]([CH2:4][C:5]1[N:6]=[CH:7][N:8]([C:10]2[CH:15]=[CH:14][C:13]([I:16])=[CH:12][CH:11]=2)[CH:9]=1)=[N+]=[N-]. (3) Given the product [NH2:22][C:23]1[C:24]([C:30]([NH:1][C:2]2[CH:3]=[N:4][N:5]([CH3:21])[C:6]=2[N:7]2[CH2:11][CH2:10][C@@H:9]([CH2:12][NH2:13])[CH2:8]2)=[O:32])=[N:25][C:26]([C:35]2[CH:36]=[CH:37][CH:38]=[CH:39][C:34]=2[F:33])=[CH:27][CH:28]=1, predict the reactants needed to synthesize it. The reactants are: [NH2:1][C:2]1[CH:3]=[N:4][N:5]([CH3:21])[C:6]=1[N:7]1[CH2:11][CH2:10][C@@H:9]([CH2:12][NH:13]C(=O)OC(C)(C)C)[CH2:8]1.[NH2:22][C:23]1[C:24]([C:30]([OH:32])=O)=[N:25][C:26](Br)=[CH:27][CH:28]=1.[F:33][C:34]1[CH:39]=[CH:38][CH:37]=[CH:36][C:35]=1B(O)O.